Dataset: NCI-60 drug combinations with 297,098 pairs across 59 cell lines. Task: Regression. Given two drug SMILES strings and cell line genomic features, predict the synergy score measuring deviation from expected non-interaction effect. (1) Drug 1: CC12CCC3C(C1CCC2O)C(CC4=C3C=CC(=C4)O)CCCCCCCCCS(=O)CCCC(C(F)(F)F)(F)F. Drug 2: CC1=C2C(C(=O)C3(C(CC4C(C3C(C(C2(C)C)(CC1OC(=O)C(C(C5=CC=CC=C5)NC(=O)OC(C)(C)C)O)O)OC(=O)C6=CC=CC=C6)(CO4)OC(=O)C)O)C)O. Cell line: NCI-H226. Synergy scores: CSS=20.1, Synergy_ZIP=3.99, Synergy_Bliss=7.03, Synergy_Loewe=7.29, Synergy_HSA=5.48. (2) Drug 1: C1=C(C(=O)NC(=O)N1)N(CCCl)CCCl. Drug 2: C(CN)CNCCSP(=O)(O)O. Cell line: COLO 205. Synergy scores: CSS=33.3, Synergy_ZIP=0.719, Synergy_Bliss=1.49, Synergy_Loewe=-12.7, Synergy_HSA=1.79. (3) Drug 1: CC1=C2C(C(=O)C3(C(CC4C(C3C(C(C2(C)C)(CC1OC(=O)C(C(C5=CC=CC=C5)NC(=O)OC(C)(C)C)O)O)OC(=O)C6=CC=CC=C6)(CO4)OC(=O)C)O)C)O. Drug 2: C(CCl)NC(=O)N(CCCl)N=O. Cell line: EKVX. Synergy scores: CSS=0.373, Synergy_ZIP=0.351, Synergy_Bliss=-0.568, Synergy_Loewe=-3.08, Synergy_HSA=-3.65. (4) Drug 1: CN1CCC(CC1)COC2=C(C=C3C(=C2)N=CN=C3NC4=C(C=C(C=C4)Br)F)OC. Drug 2: CN(CCCl)CCCl.Cl. Cell line: 786-0. Synergy scores: CSS=7.95, Synergy_ZIP=-4.87, Synergy_Bliss=-2.61, Synergy_Loewe=-6.04, Synergy_HSA=-1.81. (5) Drug 1: C1CCC(CC1)NC(=O)N(CCCl)N=O. Drug 2: CN(C)N=NC1=C(NC=N1)C(=O)N. Cell line: BT-549. Synergy scores: CSS=15.4, Synergy_ZIP=-5.79, Synergy_Bliss=-1.75, Synergy_Loewe=-3.42, Synergy_HSA=-3.24. (6) Drug 1: C1=NC(=NC(=O)N1C2C(C(C(O2)CO)O)O)N. Drug 2: CS(=O)(=O)OCCCCOS(=O)(=O)C. Cell line: SNB-19. Synergy scores: CSS=19.9, Synergy_ZIP=-5.79, Synergy_Bliss=-2.63, Synergy_Loewe=-2.00, Synergy_HSA=-1.44. (7) Drug 1: C1=CC(=CC=C1C#N)C(C2=CC=C(C=C2)C#N)N3C=NC=N3. Drug 2: C1C(C(OC1N2C=NC(=NC2=O)N)CO)O. Cell line: UO-31. Synergy scores: CSS=6.65, Synergy_ZIP=-2.99, Synergy_Bliss=-0.304, Synergy_Loewe=-2.18, Synergy_HSA=0.201. (8) Drug 1: CC=C1C(=O)NC(C(=O)OC2CC(=O)NC(C(=O)NC(CSSCCC=C2)C(=O)N1)C(C)C)C(C)C. Drug 2: CC1CCC2CC(C(=CC=CC=CC(CC(C(=O)C(C(C(=CC(C(=O)CC(OC(=O)C3CCCCN3C(=O)C(=O)C1(O2)O)C(C)CC4CCC(C(C4)OC)OCCO)C)C)O)OC)C)C)C)OC. Cell line: A549. Synergy scores: CSS=33.8, Synergy_ZIP=-1.03, Synergy_Bliss=-0.856, Synergy_Loewe=-1.07, Synergy_HSA=-0.181. (9) Drug 1: C1=NC2=C(N=C(N=C2N1C3C(C(C(O3)CO)O)F)Cl)N. Synergy scores: CSS=12.7, Synergy_ZIP=-4.75, Synergy_Bliss=-5.04, Synergy_Loewe=-18.0, Synergy_HSA=-8.09. Drug 2: CC1CCC2CC(C(=CC=CC=CC(CC(C(=O)C(C(C(=CC(C(=O)CC(OC(=O)C3CCCCN3C(=O)C(=O)C1(O2)O)C(C)CC4CCC(C(C4)OC)O)C)C)O)OC)C)C)C)OC. Cell line: CAKI-1. (10) Drug 1: CS(=O)(=O)CCNCC1=CC=C(O1)C2=CC3=C(C=C2)N=CN=C3NC4=CC(=C(C=C4)OCC5=CC(=CC=C5)F)Cl. Drug 2: C1=NC2=C(N1)C(=S)N=CN2. Cell line: BT-549. Synergy scores: CSS=21.5, Synergy_ZIP=-16.8, Synergy_Bliss=-23.1, Synergy_Loewe=-19.2, Synergy_HSA=-16.8.